From a dataset of Peptide-MHC class II binding affinity with 134,281 pairs from IEDB. Regression. Given a peptide amino acid sequence and an MHC pseudo amino acid sequence, predict their binding affinity value. This is MHC class II binding data. (1) The peptide sequence is SMEYNCPNLSPREEP. The MHC is DRB3_0101 with pseudo-sequence DRB3_0101. The binding affinity (normalized) is 0. (2) The peptide sequence is AFKVAATAANAAPCN. The MHC is DRB1_0901 with pseudo-sequence DRB1_0901. The binding affinity (normalized) is 0.747. (3) The peptide sequence is TLWQRPLVTIKIGGQLMEAL. The MHC is DRB1_0802 with pseudo-sequence DRB1_0802. The binding affinity (normalized) is 0.681. (4) The peptide sequence is IPVIVADDLTAAINK. The MHC is DRB1_0801 with pseudo-sequence DRB1_0801. The binding affinity (normalized) is 0. (5) The peptide sequence is EVWNRVWITNNPHMQ. The MHC is HLA-DQA10601-DQB10402 with pseudo-sequence HLA-DQA10601-DQB10402. The binding affinity (normalized) is 0.357. (6) The peptide sequence is TVEKWLACGVDNFCV. The MHC is DRB1_0301 with pseudo-sequence DRB1_0301. The binding affinity (normalized) is 0.299.